Dataset: Reaction yield outcomes from USPTO patents with 853,638 reactions. Task: Predict the reaction yield, written as a fraction of the theoretical maximum amount of product (1.0 means a 100% yield; for example, 0.34 means a 34% yield). (1) The reactants are [CH2:1]([N:4]1[C@H:9]([CH3:10])[CH2:8][N:7](C(OCC)=O)[C@@H:6]([CH3:16])[CH2:5]1)[CH:2]=[CH2:3].[OH-].[K+].C(=O)=O.C1(C)C=CC=CC=1. The catalyst is C(O)C. The product is [CH2:1]([N:4]1[CH2:5][C@@H:6]([CH3:16])[NH:7][CH2:8][C@@H:9]1[CH3:10])[CH:2]=[CH2:3]. The yield is 0.690. (2) The reactants are [OH:1][CH2:2][CH:3]1[CH2:16][O:15][C:14]2[C:5](=[CH:6][C:7]3[C:8]([C:21]([F:24])([F:23])[F:22])=[CH:9][C:10]([O:17][CH:18]([CH3:20])[CH3:19])=[N:11][C:12]=3[CH:13]=2)[N:4]1[CH2:25][C:26]([F:29])([F:28])[F:27].[H-].[Na+].I[CH3:33]. The catalyst is C1COCC1. The product is [CH:18]([O:17][C:10]1[CH:9]=[C:8]([C:21]([F:22])([F:23])[F:24])[C:7]2[CH:6]=[C:5]3[N:4]([CH2:25][C:26]([F:28])([F:29])[F:27])[CH:3]([CH2:2][O:1][CH3:33])[CH2:16][O:15][C:14]3=[CH:13][C:12]=2[N:11]=1)([CH3:20])[CH3:19]. The yield is 0.810.